Dataset: Reaction yield outcomes from USPTO patents with 853,638 reactions. Task: Predict the reaction yield, written as a fraction of the theoretical maximum amount of product (1.0 means a 100% yield; for example, 0.34 means a 34% yield). (1) The reactants are Cl[C:2]1[C:11]([Cl:12])=[N:10][C:9]2[C:4](=[CH:5][CH:6]=[CH:7][CH:8]=2)[N:3]=1.[Cl:13][C:14]1[N:19]=[CH:18][C:17]([S:20]([NH2:23])(=[O:22])=[O:21])=[CH:16][CH:15]=1.C([O-])([O-])=O.[K+].[K+].CS(C)=O. The catalyst is CC(O)=O. The product is [Cl:13][C:14]1[N:19]=[CH:18][C:17]([S:20]([NH:23][C:2]2[C:11]([Cl:12])=[N:10][C:9]3[C:4](=[CH:5][CH:6]=[CH:7][CH:8]=3)[N:3]=2)(=[O:21])=[O:22])=[CH:16][CH:15]=1. The yield is 0.960. (2) The reactants are [CH3:1][N:2]([CH3:20])[CH2:3][CH2:4][CH2:5][O:6][C:7]1[CH:12]=[CH:11][C:10]([NH2:13])=[CH:9][C:8]=1[C:14]1[N:15]([CH3:19])[N:16]=[CH:17][CH:18]=1.[C:21]1([N:27]=[C:28]=[O:29])[CH:26]=[CH:25][CH:24]=[CH:23][CH:22]=1. The catalyst is C(Cl)Cl. The yield is 0.690. The product is [CH3:20][N:2]([CH3:1])[CH2:3][CH2:4][CH2:5][O:6][C:7]1[CH:12]=[CH:11][C:10]([NH:13][C:28]([NH:27][C:21]2[CH:26]=[CH:25][CH:24]=[CH:23][CH:22]=2)=[O:29])=[CH:9][C:8]=1[C:14]1[N:15]([CH3:19])[N:16]=[CH:17][CH:18]=1. (3) The reactants are [CH2:1]([O:8][C:9]1[C:10]([Cl:21])=[CH:11][C:12]([Cl:20])=[C:13]2[C:18]=1[N:17]=[C:16]([CH3:19])[CH:15]=[N:14]2)[C:2]1[CH:7]=[CH:6][CH:5]=[CH:4][CH:3]=1.[O:22]1CCOCC1. The catalyst is O. The product is [CH2:1]([O:8][C:9]1[C:10]([Cl:21])=[CH:11][C:12]([Cl:20])=[C:13]2[C:18]=1[N:17]=[C:16]([CH:19]=[O:22])[CH:15]=[N:14]2)[C:2]1[CH:3]=[CH:4][CH:5]=[CH:6][CH:7]=1. The yield is 0.590.